This data is from Full USPTO retrosynthesis dataset with 1.9M reactions from patents (1976-2016). The task is: Predict the reactants needed to synthesize the given product. Given the product [Cl:12][C:9]1[CH:8]=[CH:7][N:6]2[C:2]([C:24]3[CH:23]=[CH:22][C:21]([F:34])=[C:20]([C:17]4[C:16]([C:35]#[N:36])=[CH:15][C:14]([F:13])=[CH:19][CH:18]=4)[CH:25]=3)=[CH:3][N:4]=[C:5]2[C:10]=1[F:11], predict the reactants needed to synthesize it. The reactants are: Br[C:2]1[N:6]2[CH:7]=[CH:8][C:9]([Cl:12])=[C:10]([F:11])[C:5]2=[N:4][CH:3]=1.[F:13][C:14]1[CH:15]=[C:16]([C:35]#[N:36])[C:17]([C:20]2[CH:25]=[C:24](B3OCC(C)(C)CO3)[CH:23]=[CH:22][C:21]=2[F:34])=[CH:18][CH:19]=1.